Dataset: Forward reaction prediction with 1.9M reactions from USPTO patents (1976-2016). Task: Predict the product of the given reaction. Given the reactants CN(C)C1C2C(=CC=CC=2N(C)C)C=CC=1.C([N:24]1[CH2:30][CH2:29][C:28]2[CH:31]=[N:32][C:33]([CH2:35][C:36]3[CH:41]=[CH:40][CH:39]=[C:38]([Cl:42])[CH:37]=3)=[N:34][C:27]=2[CH2:26][CH2:25]1)C1C=CC=CC=1.ClC(OC(Cl)C)=O, predict the reaction product. The product is: [Cl:42][C:38]1[CH:37]=[C:36]([CH:41]=[CH:40][CH:39]=1)[CH2:35][C:33]1[N:32]=[CH:31][C:28]2[CH2:29][CH2:30][NH:24][CH2:25][CH2:26][C:27]=2[N:34]=1.